The task is: Predict the reactants needed to synthesize the given product.. This data is from Full USPTO retrosynthesis dataset with 1.9M reactions from patents (1976-2016). (1) Given the product [Cl:1][C:2]1[C:10]2[N:9]=[C:8]3[N:11]([C:15]4[CH:20]=[CH:19][C:18]([Cl:21])=[CH:17][C:16]=4[Cl:22])[CH2:12][CH2:13][CH2:14][N:7]3[C:6]=2[C:5]([CH:23]([CH:25]2[CH2:27][CH2:26]2)[O:24][CH2:61][CH:60]([F:63])[F:59])=[CH:4][CH:3]=1, predict the reactants needed to synthesize it. The reactants are: [Cl:1][C:2]1[C:10]2[N:9]=[C:8]3[N:11]([C:15]4[CH:20]=[CH:19][C:18]([Cl:21])=[CH:17][C:16]=4[Cl:22])[CH2:12][CH2:13][CH2:14][N:7]3[C:6]=2[C:5]([CH:23]([CH:25]2[CH2:27][CH2:26]2)[OH:24])=[CH:4][CH:3]=1.N(C(N1CCCCC1)=O)=NC(N1CCCCC1)=O.C(P(CCCC)CCCC)CCC.[F:59][CH:60]([F:63])[CH2:61]O. (2) Given the product [ClH:1].[NH2:43][CH2:44][C:45]([O:47][CH2:48][N:14]1[C:11]2=[N:12][CH:13]=[C:8]([C:5]3[CH:6]=[CH:7][C:2]([Cl:1])=[CH:3][CH:4]=3)[CH:9]=[C:10]2[C:16]([C:17](=[O:18])[C:19]2[C:24]([F:25])=[CH:23][CH:22]=[C:21]([NH:26][S:27]([CH2:30][CH2:31][CH3:32])(=[O:28])=[O:29])[C:20]=2[F:33])=[CH:15]1)=[O:46], predict the reactants needed to synthesize it. The reactants are: [Cl:1][C:2]1[CH:7]=[CH:6][C:5]([C:8]2[CH:9]=[C:10]3[C:16]([C:17]([C:19]4[C:20]([F:33])=[C:21]([NH:26][S:27]([CH2:30][CH2:31][CH3:32])(=[O:29])=[O:28])[CH:22]=[CH:23][C:24]=4[F:25])=[O:18])=[CH:15][NH:14][C:11]3=[N:12][CH:13]=2)=[CH:4][CH:3]=1.[OH-].[K+].C(OC([NH:43][CH2:44][C:45]([O:47][CH2:48]Cl)=[O:46])=O)(C)(C)C. (3) Given the product [OH:30][CH2:29][CH2:31][NH:32][C:11]([C:9]1[CH:8]=[CH:7][C:6]2[N:2]([CH3:1])[C:3]([NH:14][C:15]3[S:16][C:17]4[CH:23]=[C:22]([O:24][C:25]([F:26])([F:27])[F:28])[CH:21]=[CH:20][C:18]=4[N:19]=3)=[N:4][C:5]=2[CH:10]=1)=[O:13], predict the reactants needed to synthesize it. The reactants are: [CH3:1][N:2]1[C:6]2[CH:7]=[CH:8][C:9]([C:11]([OH:13])=O)=[CH:10][C:5]=2[N:4]=[C:3]1[NH:14][C:15]1[S:16][C:17]2[CH:23]=[C:22]([O:24][C:25]([F:28])([F:27])[F:26])[CH:21]=[CH:20][C:18]=2[N:19]=1.[CH2:29]([CH2:31][NH2:32])[OH:30].C1C=CC(P(N=[N+]=[N-])(C2C=CC=CC=2)=O)=CC=1.CCN(C(C)C)C(C)C. (4) Given the product [Cl:1][C:2]1[CH:17]=[CH:16][C:5]([O:6][C:7]2[CH:8]=[C:9]([CH:13]=[CH:14][CH:15]=2)[C:10]([N:22]([CH3:23])[CH3:21])=[O:11])=[C:4]([N+:18]([O-:20])=[O:19])[CH:3]=1, predict the reactants needed to synthesize it. The reactants are: [Cl:1][C:2]1[CH:17]=[CH:16][C:5]([O:6][C:7]2[CH:8]=[C:9]([CH:13]=[CH:14][CH:15]=2)[C:10](Cl)=[O:11])=[C:4]([N+:18]([O-:20])=[O:19])[CH:3]=1.[CH3:21][NH:22][CH3:23].O. (5) Given the product [CH:1]1([CH2:7][NH:8][C:9](=[O:34])[C@@H:10]([CH:31]([CH3:32])[CH3:33])[NH:11][C:12]2[C:17]([F:18])=[CH:16][C:15](/[CH:19]=[CH:20]/[C:21]([NH:22][OH:23])=[O:30])=[CH:14][N:13]=2)[CH2:2][CH2:3][CH2:4][CH2:5][CH2:6]1, predict the reactants needed to synthesize it. The reactants are: [CH:1]1([CH2:7][NH:8][C:9](=[O:34])[C@@H:10]([CH:31]([CH3:33])[CH3:32])[NH:11][C:12]2[C:17]([F:18])=[CH:16][C:15](/[CH:19]=[CH:20]/[C:21](=[O:30])[NH:22][O:23]C3CCCCO3)=[CH:14][N:13]=2)[CH2:6][CH2:5][CH2:4][CH2:3][CH2:2]1.Cl. (6) Given the product [CH2:1]([O:2][CH:3]([O:42][CH2:40][CH3:41])[CH2:4][C:5]1[CH:27]=[CH:26][C:8]2[C:9]([CH2:12][CH2:13][C:14]3[N:15]=[C:16]([C:20]4[CH:25]=[CH:24][CH:23]=[CH:22][CH:21]=4)[O:17][C:18]=3[CH3:19])=[N:10][O:11][C:7]=2[CH:6]=1)[CH3:29], predict the reactants needed to synthesize it. The reactants are: [CH3:1][O:2][CH:3]=[CH:4][C:5]1[CH:27]=[CH:26][C:8]2[C:9]([CH2:12][CH2:13][C:14]3[N:15]=[C:16]([C:20]4[CH:25]=[CH:24][CH:23]=[CH:22][CH:21]=4)[O:17][C:18]=3[CH3:19])=[N:10][O:11][C:7]=2[CH:6]=1.O.[C:29]1(C)C=CC(S(O)(=O)=O)=CC=1.[CH2:40]([OH:42])[CH3:41]. (7) Given the product [O:28]1[CH2:29][CH2:30][O:31][CH:8]1[CH2:3][CH2:2][NH:9][CH:10]1[CH2:11][CH2:12][CH2:13][CH2:14]1, predict the reactants needed to synthesize it. The reactants are: Cl.[CH2:2]([NH:9][CH:10]1[CH2:14][CH2:13][CH2:12][CH2:11]1)[C:3]1[CH:8]=CC=CC=1.C(N(C(C)C)CC)(C)C.BrCCC1[O:31][CH2:30][CH2:29][O:28]1.CC1CC=CCC=1. (8) Given the product [F:16][CH2:15][CH2:14][O:12][C:10]1[CH:9]=[CH:8][C:3]([C:4]([O:6][CH3:7])=[O:5])=[C:2]([OH:1])[CH:11]=1, predict the reactants needed to synthesize it. The reactants are: [OH:1][C:2]1[CH:11]=[C:10]([OH:12])[CH:9]=[CH:8][C:3]=1[C:4]([O:6][CH3:7])=[O:5].Br[CH2:14][CH2:15][F:16].C(=O)([O-])[O-].[K+].[K+].[I-].[K+]. (9) Given the product [I:14][C:15]1[CH:21]=[CH:20][C:18]([NH:19][S:2]([C:5]2[C:6]([CH3:13])=[C:7]([C:10]([NH:25][C:24]3[CH:26]=[CH:27][CH:28]=[CH:29][C:23]=3[C:22]([OH:31])=[O:30])=[O:12])[S:8][CH:9]=2)(=[O:3])=[O:4])=[CH:17][CH:16]=1, predict the reactants needed to synthesize it. The reactants are: Cl[S:2]([C:5]1[C:6]([CH3:13])=[C:7]([C:10]([OH:12])=O)[S:8][CH:9]=1)(=[O:4])=[O:3].[I:14][C:15]1[CH:21]=[CH:20][C:18]([NH2:19])=[CH:17][CH:16]=1.[C:22]([O:31]C)(=[O:30])[C:23]1[C:24](=[CH:26][CH:27]=[CH:28][CH:29]=1)[NH2:25].